Predict which catalyst facilitates the given reaction. From a dataset of Catalyst prediction with 721,799 reactions and 888 catalyst types from USPTO. (1) Reactant: [Mg].Br[C:3]1[C:8]([CH3:9])=[CH:7][C:6]([CH3:10])=[CH:5][C:4]=1[CH3:11].[B:12](OCC)([O:16]CC)[O:13]CC. Product: [B:12]([OH:16])([OH:13])[C:3]1[C:8]([CH3:9])=[CH:7][C:6]([CH3:10])=[CH:5][C:4]=1[CH3:11]. The catalyst class is: 7. (2) Reactant: [NH2:1][C:2]1[CH:7]=[CH:6][C:5]([NH:8][C:9]2[C:13]([C:14]([NH2:16])=[O:15])=[C:12]([NH:17][CH2:18][C:19]3[CH:24]=[CH:23][C:22]([OH:25])=[CH:21][CH:20]=3)[NH:11][N:10]=2)=[CH:4][CH:3]=1.[C:26]1([CH3:36])[CH:31]=[CH:30][C:29]([S:32](Cl)(=[O:34])=[O:33])=[CH:28][CH:27]=1.O. Product: [OH:25][C:22]1[CH:23]=[CH:24][C:19]([CH2:18][NH:17][C:12]2[NH:11][N:10]=[C:9]([NH:8][C:5]3[CH:4]=[CH:3][C:2]([NH:1][S:32]([C:29]4[CH:30]=[CH:31][C:26]([CH3:36])=[CH:27][CH:28]=4)(=[O:34])=[O:33])=[CH:7][CH:6]=3)[C:13]=2[C:14]([NH2:16])=[O:15])=[CH:20][CH:21]=1. The catalyst class is: 3. (3) Reactant: [F:1][C:2]1([F:8])[CH2:4][CH:3]1C(O)=O.C1(P(N=[N+]=[N-])(C2C=CC=CC=2)=O)C=CC=CC=1.C([N:28]([CH2:31]C)CC)C.[Cl:33][C:34]1[CH:39]=[CH:38][C:37]([CH3:40])=[CH:36][C:35]=1[NH:41][C:42]1[N:47]2[N:48]=[CH:49][C:50]([S:51]([NH2:54])(=[O:53])=[O:52])=[C:46]2[N:45]=[CH:44][C:43]=1[C:55]([N:57]1[CH2:62][CH2:61][CH:60]([C:63]2[CH:68]=[CH:67][C:66]([F:69])=[CH:65][CH:64]=2)[CH2:59][CH2:58]1)=[O:56].C(=O)([O-])[O-:71].[K+].[K+].C(O)(=O)CC(CC(O)=O)(C(O)=O)O. Product: [Cl:33][C:34]1[CH:39]=[CH:38][C:37]([CH3:40])=[CH:36][C:35]=1[NH:41][C:42]1[N:47]2[N:48]=[CH:49][C:50]([S:51]([NH:54][C:31](=[O:71])[NH:28][CH:3]3[CH2:4][C:2]3([F:1])[F:8])(=[O:53])=[O:52])=[C:46]2[N:45]=[CH:44][C:43]=1[C:55]([N:57]1[CH2:62][CH2:61][CH:60]([C:63]2[CH:64]=[CH:65][C:66]([F:69])=[CH:67][CH:68]=2)[CH2:59][CH2:58]1)=[O:56]. The catalyst class is: 12. (4) Reactant: [NH2:1][C:2]1[C:11]2[N:12]=[C:13]3[CH2:18][O:17][CH2:16][C@H:15]([CH2:19][NH:20]C(=O)OC(C)(C)C)[N:14]3[C:10]=2[C:9]2[C:4](=[CH:5][CH:6]=[CH:7][CH:8]=2)[N:3]=1.Cl. Product: [NH2:20][CH2:19][C@@H:15]1[N:14]2[C:10]3[C:9]4[C:4](=[CH:5][CH:6]=[CH:7][CH:8]=4)[N:3]=[C:2]([NH2:1])[C:11]=3[N:12]=[C:13]2[CH2:18][O:17][CH2:16]1. The catalyst class is: 8. (5) Reactant: C([O:8][C:9]1[CH:14]=[C:13]([O:15]CC2C=CC=CC=2)[C:12]([C:23]([CH3:25])=[CH2:24])=[CH:11][C:10]=1[C:26]([N:28]1[CH2:36][C:35]2[C:30](=[CH:31][CH:32]=[C:33]([C:37]3([OH:44])[CH2:42][CH2:41][N:40]([CH3:43])[CH2:39][CH2:38]3)[CH:34]=2)[CH2:29]1)=[O:27])C1C=CC=CC=1. Product: [OH:8][C:9]1[CH:14]=[C:13]([OH:15])[C:12]([CH:23]([CH3:25])[CH3:24])=[CH:11][C:10]=1[C:26]([N:28]1[CH2:36][C:35]2[C:30](=[CH:31][CH:32]=[C:33]([C:37]3([OH:44])[CH2:42][CH2:41][N:40]([CH3:43])[CH2:39][CH2:38]3)[CH:34]=2)[CH2:29]1)=[O:27]. The catalyst class is: 19. (6) Reactant: [N:1]([CH:4]([C:6]1[CH:7]=[C:8]([C:22]2[N:27]=[C:26]([CH3:28])[N:25]=[C:24]([N:29]([CH2:39][C:40]3[CH:45]=[CH:44][C:43]([O:46][CH3:47])=[CH:42][CH:41]=3)[CH2:30][C:31]3[CH:36]=[CH:35][C:34]([O:37][CH3:38])=[CH:33][CH:32]=3)[N:23]=2)[C:9]([NH:12][C:13]2[CH:14]=[N:15][C:16]([O:20][CH3:21])=[C:17]([F:19])[CH:18]=2)=[N:10][CH:11]=1)[CH3:5])=[N+]=[N-]. Product: [NH2:1][CH:4]([C:6]1[CH:7]=[C:8]([C:22]2[N:27]=[C:26]([CH3:28])[N:25]=[C:24]([N:29]([CH2:30][C:31]3[CH:36]=[CH:35][C:34]([O:37][CH3:38])=[CH:33][CH:32]=3)[CH2:39][C:40]3[CH:45]=[CH:44][C:43]([O:46][CH3:47])=[CH:42][CH:41]=3)[N:23]=2)[C:9]([NH:12][C:13]2[CH:14]=[N:15][C:16]([O:20][CH3:21])=[C:17]([F:19])[CH:18]=2)=[N:10][CH:11]=1)[CH3:5]. The catalyst class is: 123. (7) Reactant: FC(F)(F)S(O[C:7]1[CH2:12][CH2:11][CH:10]([NH:13][C:14]([O:16][CH2:17][C:18]2[CH:23]=[CH:22][CH:21]=[CH:20][CH:19]=2)=[O:15])[CH2:9][CH:8]=1)(=O)=O.[CH3:26][C:27]1([CH3:43])[C:31]([CH3:33])([CH3:32])[O:30][B:29]([B:29]2[O:30][C:31]([CH3:33])([CH3:32])[C:27]([CH3:43])([CH3:26])[O:28]2)[O:28]1.C(Cl)Cl.C([O-])(=O)C.[K+]. Product: [CH3:26][C:27]1([CH3:43])[C:31]([CH3:33])([CH3:32])[O:30][B:29]([C:7]2[CH2:12][CH2:11][CH:10]([NH:13][C:14](=[O:15])[O:16][CH2:17][C:18]3[CH:23]=[CH:22][CH:21]=[CH:20][CH:19]=3)[CH2:9][CH:8]=2)[O:28]1. The catalyst class is: 151. (8) Product: [CH2:6]([O:5][CH:3]([OH:4])[C:2]([F:1])([F:47])[C@H:8]1[C@H:13]([O:14][CH2:15][C:16]2[CH:17]=[CH:18][CH:19]=[CH:20][CH:21]=2)[C@@H:12]([O:22][CH2:23][C:24]2[CH:29]=[CH:28][CH:27]=[CH:26][CH:25]=2)[C@H:11]([O:30][CH2:31][C:32]2[CH:33]=[CH:34][CH:35]=[CH:36][CH:37]=2)[C@@H:10]([CH2:38][O:39][CH2:40][C:41]2[CH:42]=[CH:43][CH:44]=[CH:45][CH:46]=2)[O:9]1)[CH3:7]. Reactant: [F:1][C:2]([F:47])([C@H:8]1[C@H:13]([O:14][CH2:15][C:16]2[CH:21]=[CH:20][CH:19]=[CH:18][CH:17]=2)[C@@H:12]([O:22][CH2:23][C:24]2[CH:29]=[CH:28][CH:27]=[CH:26][CH:25]=2)[C@H:11]([O:30][CH2:31][C:32]2[CH:37]=[CH:36][CH:35]=[CH:34][CH:33]=2)[C@@H:10]([CH2:38][O:39][CH2:40][C:41]2[CH:46]=[CH:45][CH:44]=[CH:43][CH:42]=2)[O:9]1)[C:3]([O:5][CH2:6][CH3:7])=[O:4].[H-].C([Al+]CC(C)C)C(C)C. The catalyst class is: 11. (9) Reactant: C([O:3][CH:4]([CH2:25][CH2:26][CH2:27][CH2:28]/[CH:29]=[CH:30]\[CH2:31]/[CH:32]=[CH:33]\[CH2:34]/[CH:35]=[CH:36]\[CH2:37]/[CH:38]=[CH:39]\[CH2:40][CH2:41][CH2:42][CH2:43][CH3:44])[CH2:5][CH2:6][CH2:7][CH2:8]/[CH:9]=[CH:10]\[CH2:11]/[CH:12]=[CH:13]\[CH2:14]/[CH:15]=[CH:16]\[CH2:17]/[CH:18]=[CH:19]\[CH2:20][CH2:21][CH2:22][CH2:23][CH3:24])=O.[OH-].[K+]. Product: [CH2:5]([CH:4]([CH2:25][CH2:26][CH2:27][CH2:28]/[CH:29]=[CH:30]\[CH2:31]/[CH:32]=[CH:33]\[CH2:34]/[CH:35]=[CH:36]\[CH2:37]/[CH:38]=[CH:39]\[CH2:40][CH2:41][CH2:42][CH2:43][CH3:44])[OH:3])[CH2:6][CH2:7][CH2:8]/[CH:9]=[CH:10]\[CH2:11]/[CH:12]=[CH:13]\[CH2:14]/[CH:15]=[CH:16]\[CH2:17]/[CH:18]=[CH:19]\[CH2:20][CH2:21][CH2:22][CH2:23][CH3:24]. The catalyst class is: 14. (10) Reactant: C1([O:7][C:8](=[O:26])[CH:9]([N:16]2[C:21](=[S:22])[C:20]3[CH:23]=[N:24][NH:25][C:19]=3[N:18]=[CH:17]2)[C:10]2[CH:15]=[CH:14][CH:13]=[CH:12][CH:11]=2)CCCCC1.[OH-].[K+]. Product: [C:10]1([CH:9]([N:16]2[C:21](=[S:22])[C:20]3[CH:23]=[N:24][NH:25][C:19]=3[N:18]=[CH:17]2)[C:8]([OH:26])=[O:7])[CH:15]=[CH:14][CH:13]=[CH:12][CH:11]=1. The catalyst class is: 5.